The task is: Predict which catalyst facilitates the given reaction.. This data is from Catalyst prediction with 721,799 reactions and 888 catalyst types from USPTO. (1) Reactant: [N+:1]([CH:4]([CH3:15])[CH:5]([OH:14])[CH2:6][O:7][C:8]1[CH:13]=[CH:12][CH:11]=[CH:10][CH:9]=1)([O-])=O. Product: [NH2:1][CH:4]([CH3:15])[CH:5]([OH:14])[CH2:6][O:7][C:8]1[CH:9]=[CH:10][CH:11]=[CH:12][CH:13]=1. The catalyst class is: 663. (2) Reactant: [I:1][C:2]1[C:3](=[O:17])[NH:4][C:5](=[O:16])[N:6]([CH:15]=1)[C@@H:7]1[O:14][C@H:11]([CH2:12][OH:13])[C@@H:9]([OH:10])[CH2:8]1.[C:18]([OH:21])(=O)[CH3:19].[C:22](OC(=O)C)(=[O:24])[CH3:23]. Product: [C:22]([O:10][C@@H:9]1[C@@H:11]([CH2:12][O:13][C:18](=[O:21])[CH3:19])[O:14][C@@H:7]([N:6]2[CH:15]=[C:2]([I:1])[C:3](=[O:17])[NH:4][C:5]2=[O:16])[CH2:8]1)(=[O:24])[CH3:23]. The catalyst class is: 28. (3) Reactant: [C:1]([C:7]1[C:15]2[C:10](=[N:11][CH:12]=[C:13]([NH:16][C:17]3[CH:24]=[CH:23][C:20]([CH:21]=O)=[CH:19][CH:18]=3)[N:14]=2)[N:9]([CH2:25][O:26][CH2:27][CH2:28][Si:29]([CH3:32])([CH3:31])[CH3:30])[CH:8]=1)(=[O:6])[C:2]([CH3:5])([CH3:4])[CH3:3].[CH3:33][S:34]([CH2:37][C:38]#[N:39])(=[O:36])=[O:35].C(O)(=O)C.N1CCCCC1. Product: [CH3:33][S:34]([C:37](=[CH:21][C:20]1[CH:19]=[CH:18][C:17]([NH:16][C:13]2[N:14]=[C:15]3[C:7]([C:1](=[O:6])[C:2]([CH3:5])([CH3:3])[CH3:4])=[CH:8][N:9]([CH2:25][O:26][CH2:27][CH2:28][Si:29]([CH3:30])([CH3:32])[CH3:31])[C:10]3=[N:11][CH:12]=2)=[CH:24][CH:23]=1)[C:38]#[N:39])(=[O:36])=[O:35]. The catalyst class is: 8. (4) Reactant: [C:1]([O:5][C:6]([N:8]1[C:16]2[C:11](=[CH:12][C:13](Br)=[CH:14][CH:15]=2)[CH2:10][CH2:9]1)=[O:7])([CH3:4])([CH3:3])[CH3:2].[Na].[NH:19]1[CH:24]=[CH:23][N:22]=[CH:21][C:20]1=[O:25].C(=O)([O-])[O-].[K+].[K+].OC1C=CC=C2C=1N=CC=C2. The catalyst class is: 122. Product: [C:1]([O:5][C:6]([N:8]1[C:16]2[C:11](=[CH:12][C:13]([N:19]3[CH:24]=[CH:23][N:22]=[CH:21][C:20]3=[O:25])=[CH:14][CH:15]=2)[CH2:10][CH2:9]1)=[O:7])([CH3:4])([CH3:3])[CH3:2]. (5) Reactant: [CH3:1][O:2][C:3](=[O:15])[CH2:4][C@H:5]1[C:9]2[CH:10]=[CH:11][C:12]([OH:14])=[CH:13][C:8]=2[O:7][CH2:6]1.[Cl:16][C:17]1[C:18]([CH3:41])=[C:19]([C:33]2[CH:38]=[CH:37][CH:36]=[C:35]([CH2:39]O)[CH:34]=2)[C:20]([CH3:32])=[C:21]([Cl:31])[C:22]=1[O:23][CH2:24][CH2:25][CH2:26][S:27]([CH3:30])(=[O:29])=[O:28].C(P(CCCC)CCCC)CCC.N(C(N1CCCCC1)=O)=NC(N1CCCCC1)=O. Product: [CH3:1][O:2][C:3](=[O:15])[CH2:4][C@H:5]1[C:9]2[CH:10]=[CH:11][C:12]([O:14][CH2:39][C:35]3[CH:34]=[C:33]([C:19]4[C:20]([CH3:32])=[C:21]([Cl:31])[C:22]([O:23][CH2:24][CH2:25][CH2:26][S:27]([CH3:30])(=[O:29])=[O:28])=[C:17]([Cl:16])[C:18]=4[CH3:41])[CH:38]=[CH:37][CH:36]=3)=[CH:13][C:8]=2[O:7][CH2:6]1. The catalyst class is: 345. (6) Reactant: [Al+3].[Cl-].[Cl-].[Cl-].[N+:5]([C:8]1[CH:16]=[CH:15][C:11]([C:12](Cl)=[O:13])=[CH:10][CH:9]=1)([O-:7])=[O:6].CC1N=C(CC2C3C(C=CC=CC=3)=CC=2C)SC=1. Product: [N+:5]([C:8]1[CH:9]=[CH:10][C:11]([CH:12]=[O:13])=[CH:15][CH:16]=1)([O-:7])=[O:6]. The catalyst class is: 68. (7) Reactant: [CH3:1][C:2]1[C:7]([CH3:8])=[CH:6][CH:5]=[CH:4][C:3]=1[CH2:9][NH:10][C:11]1[S:12][CH2:13][CH2:14][N:15]=1.[H-].[Na+].Cl[C:19]([O:21][CH3:22])=[O:20]. Product: [CH3:1][C:2]1[C:7]([CH3:8])=[CH:6][CH:5]=[CH:4][C:3]=1[CH2:9][N:10]([C:11]1[S:12][CH2:13][CH2:14][N:15]=1)[C:19]([O:21][CH3:22])=[O:20]. The catalyst class is: 220. (8) Reactant: [NH2:1][C:2]1[N:7]=[C:6]([C:8]2[O:9][CH:10]=[CH:11][CH:12]=2)[C:5]([C:13]#[N:14])=[C:4](S(C)(=O)=O)[N:3]=1.[C:19]1([C:25]([N:27]2[CH2:32][CH2:31][NH:30][CH2:29][CH2:28]2)=[O:26])[CH:24]=[CH:23][CH:22]=[CH:21][CH:20]=1. Product: [NH2:1][C:2]1[N:3]=[C:4]([N:30]2[CH2:31][CH2:32][N:27]([C:25](=[O:26])[C:19]3[CH:24]=[CH:23][CH:22]=[CH:21][CH:20]=3)[CH2:28][CH2:29]2)[C:5]([C:13]#[N:14])=[C:6]([C:8]2[O:9][CH:10]=[CH:11][CH:12]=2)[N:7]=1. The catalyst class is: 57. (9) Reactant: [NH2:1][CH2:2][C:3]1([C:16]2[CH:21]=[CH:20][CH:19]=[CH:18][CH:17]=2)[CH2:8][CH2:7][N:6]([C:9]([O:11][C:12]([CH3:15])([CH3:14])[CH3:13])=[O:10])[CH2:5][CH2:4]1.[C:22](OC(=O)C)(=[O:24])[CH3:23]. Product: [C:22]([NH:1][CH2:2][C:3]1([C:16]2[CH:17]=[CH:18][CH:19]=[CH:20][CH:21]=2)[CH2:8][CH2:7][N:6]([C:9]([O:11][C:12]([CH3:14])([CH3:15])[CH3:13])=[O:10])[CH2:5][CH2:4]1)(=[O:24])[CH3:23]. The catalyst class is: 8. (10) Reactant: CC(C)([O-])C.[K+].C(S[N:12]=[N:13][C:14]1[CH:15]=[C:16]([CH:20]=[CH:21][C:22]=1[CH3:23])[C:17]([OH:19])=[O:18])(C)(C)C.Cl. Product: [NH:13]1[C:14]2[C:22](=[CH:21][CH:20]=[C:16]([C:17]([OH:19])=[O:18])[CH:15]=2)[CH:23]=[N:12]1. The catalyst class is: 16.